Dataset: Catalyst prediction with 721,799 reactions and 888 catalyst types from USPTO. Task: Predict which catalyst facilitates the given reaction. (1) Reactant: [C:1]([N:8]1[CH2:13][CH2:12][CH2:11][CH:10]([CH2:14][OH:15])[CH2:9]1)([O:3][C:4]([CH3:7])([CH3:6])[CH3:5])=[O:2].C(N(CC)CC)C.[CH3:23][S:24](Cl)(=[O:26])=[O:25]. Product: [C:4]([O:3][C:1]([N:8]1[CH2:13][CH2:12][CH2:11][CH:10]([CH2:14][O:15][S:24]([CH3:23])(=[O:26])=[O:25])[CH2:9]1)=[O:2])([CH3:7])([CH3:6])[CH3:5]. The catalyst class is: 2. (2) Reactant: [Br:1][C:2]1[CH:12]=[CH:11][C:5]([O:6][CH2:7][C:8](=O)[CH3:9])=[C:4]([CH2:13][CH3:14])[CH:3]=1.[OH-].[Na+]. Product: [Br:1][C:2]1[CH:3]=[C:4]([CH2:13][CH3:14])[C:5]2[O:6][CH:7]=[C:8]([CH3:9])[C:11]=2[CH:12]=1. The catalyst class is: 81. (3) Product: [CH3:24][N:23]1[C:21](=[O:22])[N:19]([CH3:20])[C:30](=[O:31])[C:29]2[N:28]([CH2:32][C:33]([OH:35])=[O:34])[CH:27]=[N:26][C:25]1=2.[CH2:5]1[CH:6]([NH:7][CH2:8][C:9]2[C:14]([NH2:15])=[C:13]([Br:16])[CH:12]=[C:11]([Br:17])[CH:10]=2)[CH2:1][CH2:2][CH:3]([OH:18])[CH2:4]1. The catalyst class is: 22. Reactant: [CH2:1]1[CH:6]([NH:7][CH2:8][C:9]2[C:14]([NH2:15])=[C:13]([Br:16])[CH:12]=[C:11]([Br:17])[CH:10]=2)[CH2:5][CH2:4][CH:3]([OH:18])[CH2:2]1.[N:19]1([C:30](=[O:31])[C:29]2[N:28]([CH2:32][C:33]([OH:35])=[O:34])[CH:27]=[N:26][C:25]=2[N:23]([CH3:24])[C:21]1=[O:22])[CH3:20]. (4) Reactant: [Br:1][C:2]1[CH:7]=[C:6]([NH2:8])[C:5]([N+:9]([O-])=O)=[CH:4][N:3]=1.[CH3:12][O:13][C:14]([NH:16][C:17](=NC(OC)=O)SC)=[O:15]. Product: [Br:1][C:2]1[N:3]=[CH:4][C:5]2[N:9]=[C:17]([NH:16][C:14](=[O:15])[O:13][CH3:12])[NH:8][C:6]=2[CH:7]=1. The catalyst class is: 180. (5) Reactant: [F:1][C:2]1[CH:11]=[C:10]([F:12])[CH:9]=[C:8]2[C:3]=1[C:4]([N:20]1[C:28]3[C:23](=[N:24][CH:25]=[C:26]([N:29]4[CH2:34][CH2:33][O:32][CH2:31][CH2:30]4)[CH:27]=3)[C:22]3([CH2:39][CH2:38][O:37][CH2:36][CH2:35]3)[CH2:21]1)=[C:5]([CH3:19])[C:6]([N:13]1[CH2:18][CH2:17][NH:16][CH2:15][CH2:14]1)=[N:7]2.C(N(CC)CC)C.[CH3:47][S:48](Cl)(=[O:50])=[O:49]. Product: [F:1][C:2]1[CH:11]=[C:10]([F:12])[CH:9]=[C:8]2[C:3]=1[C:4]([N:20]1[C:28]3[C:23](=[N:24][CH:25]=[C:26]([N:29]4[CH2:30][CH2:31][O:32][CH2:33][CH2:34]4)[CH:27]=3)[C:22]3([CH2:35][CH2:36][O:37][CH2:38][CH2:39]3)[CH2:21]1)=[C:5]([CH3:19])[C:6]([N:13]1[CH2:18][CH2:17][N:16]([S:48]([CH3:47])(=[O:50])=[O:49])[CH2:15][CH2:14]1)=[N:7]2. The catalyst class is: 2. (6) Reactant: C(OC(=O)[NH:7][C@H:8]([C:16](=[O:56])[NH:17][C@H:18]([C:23]([N:25]1[C@H:36]([C:37](=[O:55])[NH:38][C@:39]2([C:44]([NH:46][S:47]([N:50]3[CH2:54][CH2:53][CH2:52][CH2:51]3)(=[O:49])=[O:48])=[O:45])[CH2:41][C@H:40]2[CH:42]=[CH2:43])[CH2:35][C@:27]2([C:32]([CH3:34])([CH3:33])[C:28]32[CH2:31][CH2:30][CH2:29]3)[CH2:26]1)=[O:24])[C:19]([CH3:22])([CH3:21])[CH3:20])[C:9]1([CH3:15])[CH2:14][CH2:13][CH2:12][CH2:11][CH2:10]1)(C)(C)C.Cl. Product: [N:50]1([S:47]([NH:46][C:44]([C@@:39]2([NH:38][C:37]([C@@H:36]3[CH2:35][C@:27]4([C:32]([CH3:33])([CH3:34])[C:28]54[CH2:31][CH2:30][CH2:29]5)[CH2:26][N:25]3[C:23](=[O:24])[C@@H:18]([NH:17][C:16](=[O:56])[C@@H:8]([NH2:7])[C:9]3([CH3:15])[CH2:14][CH2:13][CH2:12][CH2:11][CH2:10]3)[C:19]([CH3:22])([CH3:21])[CH3:20])=[O:55])[CH2:41][C@H:40]2[CH:42]=[CH2:43])=[O:45])(=[O:49])=[O:48])[CH2:54][CH2:53][CH2:52][CH2:51]1. The catalyst class is: 12.